From a dataset of Reaction yield outcomes from USPTO patents with 853,638 reactions. Predict the reaction yield, written as a fraction of the theoretical maximum amount of product (1.0 means a 100% yield; for example, 0.34 means a 34% yield). (1) The reactants are C[O:2][C:3]([C:5]1[C:6]([C:14]2[CH:19]=[CH:18][CH:17]=[CH:16][C:15]=2[N+:20]([O-:22])=[O:21])=[CH:7][CH:8]=[C:9]([C:11](=[S:13])[NH2:12])[CH:10]=1)=[O:4].Br[CH2:24][C:25]([C:27]1[CH:32]=[CH:31][C:30]([Br:33])=[CH:29][CH:28]=1)=O. No catalyst specified. The product is [Br:33][C:30]1[CH:31]=[CH:32][C:27]([C:25]2[N:12]=[C:11]([C:9]3[CH:10]=[C:5]([C:3]([OH:2])=[O:4])[C:6]([C:14]4[CH:19]=[CH:18][CH:17]=[CH:16][C:15]=4[N+:20]([O-:22])=[O:21])=[CH:7][CH:8]=3)[S:13][CH:24]=2)=[CH:28][CH:29]=1. The yield is 0.680. (2) The product is [CH2:1]([N:8]1[CH:12]=[C:11](/[CH:13]=[CH:24]/[C:23]([O:26][CH2:27][CH3:28])=[O:25])[C:10]([O:15][CH2:16][C:17]2[CH:22]=[CH:21][CH:20]=[CH:19][CH:18]=2)=[N:9]1)[C:2]1[CH:7]=[CH:6][CH:5]=[CH:4][CH:3]=1. The reactants are [CH2:1]([N:8]1[CH:12]=[C:11]([CH:13]=O)[C:10]([O:15][CH2:16][C:17]2[CH:22]=[CH:21][CH:20]=[CH:19][CH:18]=2)=[N:9]1)[C:2]1[CH:7]=[CH:6][CH:5]=[CH:4][CH:3]=1.[C:23]([O:26][CH2:27][CH2:28]P(OCC)(OCC)=O)(=[O:25])[CH3:24].CN(C)C=O.[H-]. The yield is 0.910. The catalyst is O. (3) The reactants are C[NH:2][C:3]1[C:4](=[CH:8][C:9]([CH3:13])=[CH:10][C:11]=1[CH3:12])[C:5]([OH:7])=[O:6].[F:14][C:15]1[CH:20]=[CH:19][C:18]([S:21](Cl)(=[O:23])=[O:22])=[CH:17][CH:16]=1.N1C=CC=C[CH:26]=1. The catalyst is C(Cl)(Cl)Cl. The product is [CH3:26][O:7][C:5](=[O:6])[C:4]1[CH:8]=[C:9]([CH3:13])[CH:10]=[C:11]([CH3:12])[C:3]=1[NH:2][S:21]([C:18]1[CH:19]=[CH:20][C:15]([F:14])=[CH:16][CH:17]=1)(=[O:23])=[O:22]. The yield is 0.820. (4) The reactants are O[Li].O.[Cl:4][C:5]1[CH:6]=[CH:7][N:8]2[CH2:13][CH2:12][N:11]([C:14]3[CH:15]=[C:16]4[C:20](=[CH:21][CH:22]=3)[N:19]([CH2:23][C:24]([O:26]C(C)(C)C)=[O:25])[CH:18]=[CH:17]4)[C:10](=[O:31])[C:9]=12. The catalyst is O.CO. The product is [Cl:4][C:5]1[CH:6]=[CH:7][N:8]2[CH2:13][CH2:12][N:11]([C:14]3[CH:15]=[C:16]4[C:20](=[CH:21][CH:22]=3)[N:19]([CH2:23][C:24]([OH:26])=[O:25])[CH:18]=[CH:17]4)[C:10](=[O:31])[C:9]=12. The yield is 0.780. (5) The reactants are [OH:1][C:2]([C:12]1[S:13][CH:14]=[CH:15][CH:16]=1)([C:7]1[S:8][CH:9]=[CH:10][CH:11]=1)[C:3]([O:5][CH3:6])=[O:4].O[C@H]1[CH2:23][CH2:22][C@H:21]([N:24]([CH3:32])[C:25](=[O:31])[O:26][C:27]([CH3:30])([CH3:29])[CH3:28])[CH2:20][CH2:19]1.[H-].[Na+]. The catalyst is C1(C)C=CC=CC=1. The yield is 0.690. The product is [OH:1][C:2]([C:7]1[S:8][CH:9]=[CH:10][CH:11]=1)([C:12]1[S:13][CH:14]=[CH:15][CH:16]=1)[C:3]([O:5][C@H:6]1[CH2:23][CH2:22][C@H:21]([N:24]([C:25]([O:26][C:27]([CH3:29])([CH3:28])[CH3:30])=[O:31])[CH3:32])[CH2:20][CH2:19]1)=[O:4].